Task: Regression. Given a peptide amino acid sequence and an MHC pseudo amino acid sequence, predict their binding affinity value. This is MHC class I binding data.. Dataset: Peptide-MHC class I binding affinity with 185,985 pairs from IEDB/IMGT (1) The peptide sequence is HQDDGQPRL. The MHC is HLA-A68:02 with pseudo-sequence HLA-A68:02. The binding affinity (normalized) is 0.0847. (2) The peptide sequence is CPRIFSHSF. The MHC is HLA-A02:11 with pseudo-sequence HLA-A02:11. The binding affinity (normalized) is 0.0847. (3) The binding affinity (normalized) is 0.418. The MHC is HLA-A31:01 with pseudo-sequence HLA-A31:01. The peptide sequence is KLCKNHAEK. (4) The peptide sequence is SEMGANFKA. The MHC is HLA-B45:06 with pseudo-sequence HLA-B45:06. The binding affinity (normalized) is 0.213. (5) The peptide sequence is SFNCGGEFF. The MHC is Patr-A0701 with pseudo-sequence Patr-A0701. The binding affinity (normalized) is 0.530. (6) The peptide sequence is EISTNIRQA. The MHC is HLA-A01:01 with pseudo-sequence HLA-A01:01. The binding affinity (normalized) is 0.0231. (7) The peptide sequence is GLRDLAVAV. The MHC is HLA-A02:01 with pseudo-sequence HLA-A02:01. The binding affinity (normalized) is 0.326. (8) The peptide sequence is LTFGWCFKL. The MHC is HLA-A68:02 with pseudo-sequence HLA-A68:02. The binding affinity (normalized) is 1.00. (9) The peptide sequence is TYLQSLASL. The MHC is HLA-A23:01 with pseudo-sequence YSAMYEEKVAHTDENIAYLMFHYYTWAVLAYTGY. The binding affinity (normalized) is 1.00. (10) The peptide sequence is KLFGSLAFV. The binding affinity (normalized) is 0.814. The MHC is HLA-A02:02 with pseudo-sequence HLA-A02:02.